This data is from Reaction yield outcomes from USPTO patents with 853,638 reactions. The task is: Predict the reaction yield, written as a fraction of the theoretical maximum amount of product (1.0 means a 100% yield; for example, 0.34 means a 34% yield). (1) The reactants are C(OC([N:8]1[CH2:12][CH2:11][CH2:10][C@@H:9]1[CH2:13][O:14][C:15]1[CH:20]=[CH:19][C:18]([O:21][C:22]2[CH:27]=[CH:26][C:25]([C:28]3([C:31]#[N:32])[CH2:30][CH2:29]3)=[CH:24][CH:23]=2)=[CH:17][CH:16]=1)=O)(C)(C)C.[ClH:33].CCOCC. The catalyst is O1CCOCC1. The product is [ClH:33].[NH:8]1[CH2:12][CH2:11][CH2:10][C@@H:9]1[CH2:13][O:14][C:15]1[CH:16]=[CH:17][C:18]([O:21][C:22]2[CH:27]=[CH:26][C:25]([C:28]3([C:31]#[N:32])[CH2:30][CH2:29]3)=[CH:24][CH:23]=2)=[CH:19][CH:20]=1. The yield is 0.850. (2) The reactants are [C:1]([O:5][C:6](=[O:16])[NH:7][C:8]1[CH:13]=[CH:12][C:11]([Cl:14])=[C:10]([OH:15])[CH:9]=1)([CH3:4])([CH3:3])[CH3:2].Cl[CH2:18][C:19](=[O:21])[CH3:20].C(=O)([O-])[O-].[K+].[K+].[I-].[K+]. The catalyst is CC(C)=O. The product is [C:1]([O:5][C:6](=[O:16])[NH:7][C:8]1[CH:13]=[CH:12][C:11]([Cl:14])=[C:10]([O:15][CH2:18][C:19](=[O:21])[CH3:20])[CH:9]=1)([CH3:4])([CH3:2])[CH3:3]. The yield is 0.700. (3) The reactants are CI.[CH2:3]([N:10]1[C:18]2[CH:17]=[CH:16][CH:15]=[C:14]([NH:19][C:20]3[CH:25]=[CH:24][N:23]=[C:22]([S:26][CH3:27])[N:21]=3)[C:13]=2[CH:12]=[N:11]1)[C:4]1[CH:9]=[CH:8][CH:7]=[CH:6][CH:5]=1.[C:28](=O)([O-])[O-].[Cs+].[Cs+]. The catalyst is C(#N)C. The product is [CH2:3]([N:10]1[C:18]2[CH:17]=[CH:16][CH:15]=[C:14]([N:19]([CH3:28])[C:20]3[CH:25]=[CH:24][N:23]=[C:22]([S:26][CH3:27])[N:21]=3)[C:13]=2[CH:12]=[N:11]1)[C:4]1[CH:9]=[CH:8][CH:7]=[CH:6][CH:5]=1. The yield is 0.860. (4) The reactants are C(O[C:6](=O)[NH:7][CH2:8][CH2:9][CH2:10][CH2:11][CH2:12][N:13]1[CH2:17][CH2:16][CH2:15][CH2:14]1)(C)(C)C.[H-].[H-].[H-].[H-].[Li+].[Al+3].C(C(C(C([O-])=O)O)O)([O-])=O.[K+].[Na+]. The catalyst is O1C=CCC1. The product is [CH3:6][NH:7][CH2:8][CH2:9][CH2:10][CH2:11][CH2:12][N:13]1[CH2:14][CH2:15][CH2:16][CH2:17]1. The yield is 0.660.